Dataset: Full USPTO retrosynthesis dataset with 1.9M reactions from patents (1976-2016). Task: Predict the reactants needed to synthesize the given product. (1) Given the product [CH3:19][S:20]([O:11][CH2:10][C:9]#[C:8][CH2:7][O:6][CH2:1][CH2:2][CH2:3][CH2:4][CH3:5])(=[O:22])=[O:21], predict the reactants needed to synthesize it. The reactants are: [CH2:1]([O:6][CH2:7][C:8]#[C:9][CH2:10][OH:11])[CH2:2][CH2:3][CH2:4][CH3:5].C(N(CC)CC)C.[CH3:19][S:20](Cl)(=[O:22])=[O:21].C=O. (2) Given the product [CH3:10][O:11][C:12]1[CH:13]=[C:14]([CH:15]=[CH:16][C:17]=1[O:18][CH3:19])[O:20][CH:2]([CH2:6][CH2:7][CH2:8][CH3:9])[C:3]([OH:5])=[O:4].[CH3:10][O:11][C:12]1[CH:13]=[C:14]([CH:15]=[CH:16][C:17]=1[O:18][CH3:19])[O:20][CH:2]([CH2:6][CH2:7][CH2:8][CH3:9])[C:3]([NH:21][C:22]1[S:23][CH:24]=[CH:25][N:26]=1)=[O:5], predict the reactants needed to synthesize it. The reactants are: Br[CH:2]([CH2:6][CH2:7][CH2:8][CH3:9])[C:3]([OH:5])=[O:4].[CH3:10][O:11][C:12]1[CH:13]=[C:14]([OH:20])[CH:15]=[CH:16][C:17]=1[O:18][CH3:19].[NH2:21][C:22]1[S:23][CH:24]=[CH:25][N:26]=1. (3) Given the product [CH3:24][O:23][C:21]([CH:18]1[CH2:19][CH2:20][N:15]([C:2]2[CH:12]=[C:11]([CH3:13])[C:5]([C:6]([O:8][CH2:9][CH3:10])=[O:7])=[C:4]([CH3:14])[N:3]=2)[CH2:16][CH2:17]1)=[O:22], predict the reactants needed to synthesize it. The reactants are: Cl[C:2]1[CH:12]=[C:11]([CH3:13])[C:5]([C:6]([O:8][CH2:9][CH3:10])=[O:7])=[C:4]([CH3:14])[N:3]=1.[NH:15]1[CH2:20][CH2:19][CH:18]([C:21]([O:23][CH3:24])=[O:22])[CH2:17][CH2:16]1.CCN(C(C)C)C(C)C. (4) Given the product [Br:1][C:2]1[CH:3]=[C:4]([C:5]([N:11]2[CH2:15][CH2:14][CH2:13][CH2:12]2)=[O:6])[CH:8]=[CH:9][CH:10]=1, predict the reactants needed to synthesize it. The reactants are: [Br:1][C:2]1[CH:3]=[C:4]([CH:8]=[CH:9][CH:10]=1)[C:5](Cl)=[O:6].[NH:11]1[CH2:15][CH2:14][CH2:13][CH2:12]1. (5) The reactants are: [CH3:1][O:2][C:3]([C:5]1[C:10]([NH2:11])=[N:9][CH:8]=[C:7](Br)[N:6]=1)=[O:4].[O:13]1[CH:17]=[CH:16][CH:15]=[C:14]1B(O)O.C(N(CC)CC)C. Given the product [CH3:1][O:2][C:3]([C:5]1[C:10]([NH2:11])=[N:9][CH:8]=[C:7]([C:14]2[O:13][CH:17]=[CH:16][CH:15]=2)[N:6]=1)=[O:4], predict the reactants needed to synthesize it.